From a dataset of Peptide-MHC class I binding affinity with 185,985 pairs from IEDB/IMGT. Regression. Given a peptide amino acid sequence and an MHC pseudo amino acid sequence, predict their binding affinity value. This is MHC class I binding data. (1) The peptide sequence is AAISDYDYY. The MHC is HLA-A31:01 with pseudo-sequence HLA-A31:01. The binding affinity (normalized) is 0.0969. (2) The binding affinity (normalized) is 0. The MHC is HLA-A24:02 with pseudo-sequence HLA-A24:02. The peptide sequence is SCDFNGGKI. (3) The MHC is HLA-A02:01 with pseudo-sequence HLA-A02:01. The binding affinity (normalized) is 0.0201. The peptide sequence is VVKDKIKLPT. (4) The peptide sequence is WMYYPRSPV. The MHC is BoLA-D18.4 with pseudo-sequence BoLA-D18.4. The binding affinity (normalized) is 0.686. (5) The MHC is Patr-A0701 with pseudo-sequence Patr-A0701. The peptide sequence is HLYSHPIIL. The binding affinity (normalized) is 0.147.